The task is: Predict the reaction yield, written as a fraction of the theoretical maximum amount of product (1.0 means a 100% yield; for example, 0.34 means a 34% yield).. This data is from Reaction yield outcomes from USPTO patents with 853,638 reactions. The reactants are Cl[C:2]1[CH:7]=[C:6]([CH:8]([CH3:14])[C:9]([O:11][CH2:12][CH3:13])=[O:10])[CH:5]=[CH:4][N:3]=1.C([NH:19][C:20](=[O:22])[O-:21])(C)(C)C.[C:23](=O)([O-])[O-].[Cs+].[Cs+].[CH2:29]1[CH2:33]OC[CH2:30]1. The catalyst is C1C=CC(/C=C/C(/C=C/C2C=CC=CC=2)=O)=CC=1.C1C=CC(/C=C/C(/C=C/C2C=CC=CC=2)=O)=CC=1.C1C=CC(/C=C/C(/C=C/C2C=CC=CC=2)=O)=CC=1.[Pd].[Pd].CC1(C)C2C(=C(P(C3C=CC=CC=3)C3C=CC=CC=3)C=CC=2)OC2C(P(C3C=CC=CC=3)C3C=CC=CC=3)=CC=CC1=2. The product is [C:29]([O:21][C:20]([NH:19][C:2]1[CH:7]=[C:6]([CH:8]([CH3:14])[C:9]([O:11][CH2:12][CH3:13])=[O:10])[CH:5]=[CH:4][N:3]=1)=[O:22])([CH3:30])([CH3:33])[CH3:23]. The yield is 0.610.